From a dataset of Full USPTO retrosynthesis dataset with 1.9M reactions from patents (1976-2016). Predict the reactants needed to synthesize the given product. (1) Given the product [CH2:1]([C:8]1[C:9]([CH3:14])=[N:10][N:11]2[C:26](=[O:27])[CH:25]=[C:24]([C:21]3[CH:22]=[C:23]4[C:18]([CH:17]=[CH:16][NH:15]4)=[CH:19][CH:20]=3)[NH:13][C:12]=12)[C:2]1[CH:3]=[CH:4][CH:5]=[CH:6][CH:7]=1, predict the reactants needed to synthesize it. The reactants are: [CH2:1]([C:8]1[C:9]([CH3:14])=[N:10][NH:11][C:12]=1[NH2:13])[C:2]1[CH:7]=[CH:6][CH:5]=[CH:4][CH:3]=1.[NH:15]1[C:23]2[C:18](=[CH:19][CH:20]=[C:21]([C:24](=O)[CH2:25][C:26](OCC)=[O:27])[CH:22]=2)[CH:17]=[CH:16]1. (2) Given the product [C:17]([O:21][C:22](=[O:33])[NH:23][C@H:24]1[CH2:25][CH2:26][C@H:27]([CH2:30][CH2:31][N:13]2[CH2:12][CH2:11][CH:10]([C:7]3[C:6]4[CH:16]=[C:2]([F:1])[CH:3]=[CH:4][C:5]=4[O:9][N:8]=3)[CH2:15][CH2:14]2)[CH2:28][CH2:29]1)([CH3:20])([CH3:19])[CH3:18], predict the reactants needed to synthesize it. The reactants are: [F:1][C:2]1[CH:3]=[CH:4][C:5]2[O:9][N:8]=[C:7]([CH:10]3[CH2:15][CH2:14][NH:13][CH2:12][CH2:11]3)[C:6]=2[CH:16]=1.[C:17]([O:21][C:22](=[O:33])[NH:23][C@H:24]1[CH2:29][CH2:28][C@H:27]([CH2:30][CH:31]=O)[CH2:26][CH2:25]1)([CH3:20])([CH3:19])[CH3:18].C(N(CC)CC)C.C(O[BH-](OC(=O)C)OC(=O)C)(=O)C.[Na+]. (3) Given the product [C:29]([N:18]1[C:17](=[O:33])[C:16]([NH:15][CH2:14][CH2:13][CH2:12][O:11][C:40]2[CH:39]=[CH:38][CH:37]=[C:36]([CH2:35][OH:34])[CH:41]=2)=[C:20]([C:21]2[CH:26]=[CH:25][CH:24]=[CH:23][CH:22]=2)[S:19]1(=[O:27])=[O:28])([CH3:30])([CH3:32])[CH3:31], predict the reactants needed to synthesize it. The reactants are: CC1C=CC(S([O:11][CH2:12][CH2:13][CH2:14][NH:15][C:16]2[C:17](=[O:33])[N:18]([C:29]([CH3:32])([CH3:31])[CH3:30])[S:19](=[O:28])(=[O:27])[C:20]=2[C:21]2[CH:26]=[CH:25][CH:24]=[CH:23][CH:22]=2)(=O)=O)=CC=1.[OH:34][CH2:35][C:36]1[CH:37]=[C:38](O)[CH:39]=[CH:40][CH:41]=1.C([O-])([O-])=O.[K+].[K+]. (4) Given the product [NH2:34][C:30]1[C:31]2[C:26](=[CH:25][C:24]([CH2:23][NH:22][C:16](=[O:18])[C:15]3[CH:19]=[CH:20][N:21]=[C:13]([CH2:12][C:8]4[CH:9]=[C:10]5[C:5](=[CH:6][CH:7]=4)[N:4]=[CH:3][C:2]([CH3:1])=[CH:11]5)[CH:14]=3)=[CH:33][CH:32]=2)[CH:27]=[CH:28][N:29]=1, predict the reactants needed to synthesize it. The reactants are: [CH3:1][C:2]1[CH:3]=[N:4][C:5]2[C:10]([CH:11]=1)=[CH:9][C:8]([CH2:12][C:13]1[CH:14]=[C:15]([CH:19]=[CH:20][N:21]=1)[C:16]([OH:18])=O)=[CH:7][CH:6]=2.[NH2:22][CH2:23][C:24]1[CH:25]=[C:26]2[C:31](=[CH:32][CH:33]=1)[C:30]([NH2:34])=[N:29][CH:28]=[CH:27]2.CCN=C=NCCCN(C)C.C1C=CC2N(O)N=NC=2C=1. (5) Given the product [Br:13][C:9]1[CH:8]=[C:7]([CH:18]([C:17]2[CH:20]=[CH:21][CH:22]=[C:15]([Br:14])[CH:16]=2)[OH:19])[CH:12]=[CH:11][CH:10]=1, predict the reactants needed to synthesize it. The reactants are: [Li]CCCC.Br[C:7]1[CH:12]=[CH:11][CH:10]=[C:9]([Br:13])[CH:8]=1.[Br:14][C:15]1[CH:16]=[C:17]([CH:20]=[CH:21][CH:22]=1)[CH:18]=[O:19].